Dataset: Full USPTO retrosynthesis dataset with 1.9M reactions from patents (1976-2016). Task: Predict the reactants needed to synthesize the given product. (1) Given the product [CH3:1][C:2]1[C:11]([NH:12][S:19]([C:13]2[CH:18]=[CH:17][CH:16]=[CH:15][CH:14]=2)(=[O:21])=[O:20])=[C:10]2[C:5]([CH:6]=[CH:7][CH:8]=[N:9]2)=[CH:4][CH:3]=1, predict the reactants needed to synthesize it. The reactants are: [CH3:1][C:2]1[C:11]([NH2:12])=[C:10]2[C:5]([CH:6]=[CH:7][CH:8]=[N:9]2)=[CH:4][CH:3]=1.[C:13]1([S:19](Cl)(=[O:21])=[O:20])[CH:18]=[CH:17][CH:16]=[CH:15][CH:14]=1. (2) The reactants are: [NH2:1][C:2]1[CH:3]=[C:4]([CH:21]=[CH:22][CH:23]=1)[O:5][C:6]1[CH:7]=[CH:8][C:9]2[N:10]([CH:12]=[C:13]([NH:15][C:16]([CH:18]3[CH2:20][CH2:19]3)=[O:17])[N:14]=2)[N:11]=1.[F:24][C:25]([F:36])([F:35])[C:26]1[N:31]=[C:30]([C:32](O)=[O:33])[CH:29]=[CH:28][N:27]=1.Cl.CN(C)CCCN=C=NCC.ON1C2C=CC=CC=2N=N1. Given the product [CH:18]1([C:16]([NH:15][C:13]2[N:14]=[C:9]3[CH:8]=[CH:7][C:6]([O:5][C:4]4[CH:3]=[C:2]([NH:1][C:32]([C:30]5[CH:29]=[CH:28][N:27]=[C:26]([C:25]([F:36])([F:24])[F:35])[N:31]=5)=[O:33])[CH:23]=[CH:22][CH:21]=4)=[N:11][N:10]3[CH:12]=2)=[O:17])[CH2:20][CH2:19]1, predict the reactants needed to synthesize it. (3) Given the product [CH3:16][N:18]([CH3:19])[C:9]([C:5]1[C:4]([N+:1]([O-:3])=[O:2])=[CH:8][NH:7][N:6]=1)=[O:11], predict the reactants needed to synthesize it. The reactants are: [N+:1]([C:4]1[C:5]([C:9]([OH:11])=O)=[N:6][NH:7][CH:8]=1)([O-:3])=[O:2].S(Cl)(Cl)=O.[CH2:16]([N:18](CC)[CH2:19]C)C.CNC. (4) Given the product [CH3:8][C:6]1[CH:5]=[C:4]([NH:9][C:10]2[C:15]([C:16]([NH2:17])=[O:26])=[C:14]([S:18][CH3:19])[N:13]=[C:12]([S:20][CH2:21][CH3:22])[N:11]=2)[CH:3]=[C:2]([CH3:1])[CH:7]=1, predict the reactants needed to synthesize it. The reactants are: [CH3:1][C:2]1[CH:3]=[C:4]([NH:9][C:10]2[C:15]([C:16]#[N:17])=[C:14]([S:18][CH3:19])[N:13]=[C:12]([S:20][CH2:21][CH3:22])[N:11]=2)[CH:5]=[C:6]([CH3:8])[CH:7]=1.OO.C([O-])([O-])=[O:26].[K+].[K+]. (5) Given the product [OH:31][C@@H:30]([C:32]1[CH:37]=[CH:36][CH:35]=[CH:34][CH:33]=1)[C:29]([N:11]([C:8]1[CH:9]=[CH:10][C:4]2[O:3][C:2]([CH3:1])=[N:6][C:5]=2[CH:7]=1)[CH2:21][CH2:20][C:17]1[CH:18]=[N:19][C:14]([C:13]([F:24])([F:23])[F:12])=[CH:15][CH:16]=1)=[O:28], predict the reactants needed to synthesize it. The reactants are: [CH3:1][C:2]1[O:3][C:4]2[CH:10]=[CH:9][C:8]([NH2:11])=[CH:7][C:5]=2[N:6]=1.[F:12][C:13]([F:24])([F:23])[C:14]1[N:19]=[CH:18][C:17]([CH2:20][C:21]#N)=[CH:16][CH:15]=1.C([O:28][C:29](=O)[C@H:30]([C:32]1[CH:37]=[CH:36][CH:35]=[CH:34][CH:33]=1)[OH:31])(=O)C. (6) Given the product [O:29]=[C:25]1[CH2:24][C:23]2[C:27](=[CH:28][C:20]([C:18]([C:17]3[CH:16]=[C:15]([NH:14][C:11]([C:7]4[N:8]([CH3:10])[N:9]=[C:5]([C:1]([CH3:4])([CH3:3])[CH3:2])[CH:6]=4)=[O:12])[CH:32]=[CH:31][CH:30]=3)=[O:19])=[CH:21][CH:22]=2)[NH:26]1, predict the reactants needed to synthesize it. The reactants are: [C:1]([C:5]1[CH:6]=[C:7]([C:11](Cl)=[O:12])[N:8]([CH3:10])[N:9]=1)([CH3:4])([CH3:3])[CH3:2].[NH2:14][C:15]1[CH:16]=[C:17]([CH:30]=[CH:31][CH:32]=1)[C:18]([C:20]1[CH:28]=[C:27]2[C:23]([CH2:24][C:25](=[O:29])[NH:26]2)=[CH:22][CH:21]=1)=[O:19].